This data is from Reaction yield outcomes from USPTO patents with 853,638 reactions. The task is: Predict the reaction yield, written as a fraction of the theoretical maximum amount of product (1.0 means a 100% yield; for example, 0.34 means a 34% yield). (1) The reactants are [CH3:1][C:2]1[C:16](=[O:17])[N:15]=[C:14]2[N:4]([C@@H:5]3[O:9][C@H:8]([CH2:10][OH:11])[C@@H:7]([OH:12])[C@@H:6]3[O:13]2)[CH:3]=1.[CH3:18][O:19][CH2:20][CH2:21][O:22]B([O:22][CH2:21][CH2:20][O:19][CH3:18])[O:22][CH2:21][CH2:20][O:19][CH3:18]. The catalyst is COCCO. The product is [CH3:18][O:19][CH2:20][CH2:21][O:22][C@@H:6]1[C@H:7]([OH:12])[C@@H:8]([CH2:10][OH:11])[O:9][C@H:5]1[N:4]1[CH:3]=[C:2]([CH3:1])[C:16](=[O:17])[NH:15][C:14]1=[O:13]. The yield is 0.630. (2) The reactants are [Cl:1][C:2]1[CH:21]=[C:20]([Cl:22])[CH:19]=[CH:18][C:3]=1[CH2:4][CH:5]1[CH2:9][CH2:8][N:7]([CH:10]2[CH2:15][CH2:14][C:13](=[O:16])[CH2:12][CH2:11]2)[C:6]1=[O:17].[BH4-].[Na+]. The catalyst is CO. The product is [Cl:1][C:2]1[CH:21]=[C:20]([Cl:22])[CH:19]=[CH:18][C:3]=1[CH2:4][CH:5]1[CH2:9][CH2:8][N:7]([C@H:10]2[CH2:11][CH2:12][C@H:13]([OH:16])[CH2:14][CH2:15]2)[C:6]1=[O:17]. The yield is 0.880. (3) The reactants are [F:1][C:2]1[CH:3]=[C:4]([NH2:16])[CH:5]=[C:6]([N:8]([CH3:15])[C:9]2[CH:10]=[N:11][CH:12]=[N:13][CH:14]=2)[CH:7]=1.[C:17]([C:19]1[CH:20]=[C:21]([CH:25]=[CH:26][CH:27]=1)[C:22](Cl)=[O:23])#[N:18]. The catalyst is C(Cl)Cl.CN(C1C=CN=CC=1)C. The product is [C:17]([C:19]1[CH:20]=[C:21]([CH:25]=[CH:26][CH:27]=1)[C:22]([NH:16][C:4]1[CH:5]=[C:6]([N:8]([CH3:15])[C:9]2[CH:14]=[N:13][CH:12]=[N:11][CH:10]=2)[CH:7]=[C:2]([F:1])[CH:3]=1)=[O:23])#[N:18]. The yield is 0.470. (4) The reactants are [CH:1]1N=C[N:3]([C:6]([N:8]2C=N[CH:10]=[CH:9]2)=[O:7])[CH:2]=1.CC1[CH:21]=[CH:20][C:17]([CH2:18]N)=[CH:16][CH:15]=1.NC1[CH:31]=[CH:30][C:26]([C:27]([OH:29])=[O:28])=[CH:25][CH:24]=1. The catalyst is [OH-].[Na+]. The product is [CH3:18][C:17]1[CH:16]=[CH:15][C:10]([CH2:9][NH:8][C:6](=[O:7])[NH:3][CH2:2][C:1]2[CH:31]=[CH:30][C:26]([C:27]([OH:29])=[O:28])=[CH:25][CH:24]=2)=[CH:21][CH:20]=1. The yield is 0.950. (5) The reactants are C([C:3]1[N:4]([CH2:18][C:19]2[CH:24]=[CH:23][CH:22]=[CH:21][C:20]=2[O:25][C:26]2[CH:31]=[CH:30][CH:29]=[CH:28][CH:27]=2)[C:5]2[C:10]([C:11](=[O:16])[C:12]=1[C:13]([OH:15])=[O:14])=[N:9][CH:8]=[C:7]([Br:17])[CH:6]=2)C.O.[OH-].[Li+]. The catalyst is CO.O. The product is [Br:17][C:7]1[CH:6]=[C:5]2[C:10]([C:11](=[O:16])[C:12]([C:13]([OH:15])=[O:14])=[CH:3][N:4]2[CH2:18][C:19]2[CH:24]=[CH:23][CH:22]=[CH:21][C:20]=2[O:25][C:26]2[CH:27]=[CH:28][CH:29]=[CH:30][CH:31]=2)=[N:9][CH:8]=1. The yield is 0.170. (6) The yield is 0.980. The reactants are [C:1]([O:5][C:6]([N:8]1[C:16]2[C:11](=[CH:12][C:13]([N+:17]([O-])=O)=[CH:14][CH:15]=2)[CH:10]=[CH:9]1)=[O:7])([CH3:4])([CH3:3])[CH3:2]. The product is [C:1]([O:5][C:6]([N:8]1[C:16]2[C:11](=[CH:12][C:13]([NH2:17])=[CH:14][CH:15]=2)[CH2:10][CH2:9]1)=[O:7])([CH3:4])([CH3:2])[CH3:3]. The catalyst is CO.CCOC(C)=O.[OH-].[OH-].[Pd+2]. (7) The product is [Cl:1][C:2]1[N:7]=[C:6]([NH:8][C:9]2[CH:10]=[N:11][C:12]([O:15][CH3:16])=[CH:13][CH:14]=2)[C:5]([C:21]2[N:20]=[C:19]([CH3:18])[N:24]=[C:23]([S:25][CH3:26])[N:22]=2)=[CH:4][N:3]=1. The yield is 0.464. The catalyst is O.[Cu]I.C1C=CC([P]([Pd]([P](C2C=CC=CC=2)(C2C=CC=CC=2)C2C=CC=CC=2)([P](C2C=CC=CC=2)(C2C=CC=CC=2)C2C=CC=CC=2)[P](C2C=CC=CC=2)(C2C=CC=CC=2)C2C=CC=CC=2)(C2C=CC=CC=2)C2C=CC=CC=2)=CC=1. The reactants are [Cl:1][C:2]1[N:7]=[C:6]([NH:8][C:9]2[CH:10]=[N:11][C:12]([O:15][CH3:16])=[CH:13][CH:14]=2)[C:5](I)=[CH:4][N:3]=1.[CH3:18][C:19]1[N:24]=[C:23]([S:25][CH3:26])[N:22]=[C:21]([Sn](CCCC)(CCCC)CCCC)[N:20]=1.[F-].[Cs+].O1CCOCC1. (8) The yield is 0.870. The product is [I-:14].[C:6]([CH:5]([CH2:9][CH:10]([CH3:12])[CH3:11])[CH2:4][N+:2]([CH3:13])([CH3:3])[CH3:1])(=[O:8])[CH3:7]. The reactants are [CH3:1][N:2]([CH2:4][CH:5]([CH2:9][CH:10]([CH3:12])[CH3:11])[C:6](=[O:8])[CH3:7])[CH3:3].[CH3:13][I:14]. The catalyst is ClCCl. (9) The reactants are [CH:1]([C@H:4]1[NH:9][CH2:8][CH2:7][N:6]2[C:10]3[CH:16]=[C:15]([S:17]([CH3:20])(=[O:19])=[O:18])[C:14]([C:21]([O:23][CH3:24])=[O:22])=[CH:13][C:11]=3[N:12]=[C:5]12)([CH3:3])[CH3:2].Cl[C:26]1[N:31]=[C:30]([C:32]([F:35])([F:34])[F:33])[C:29]([C:36](=[O:38])[CH3:37])=[CH:28][N:27]=1.CCN(C(C)C)C(C)C.O. The catalyst is CC(O)C.C(Cl)Cl. The product is [C:36]([C:29]1[C:30]([C:32]([F:34])([F:35])[F:33])=[N:31][C:26]([N:9]2[CH2:8][CH2:7][N:6]3[C:10]4[CH:16]=[C:15]([S:17]([CH3:20])(=[O:19])=[O:18])[C:14]([C:21]([O:23][CH3:24])=[O:22])=[CH:13][C:11]=4[N:12]=[C:5]3[C@H:4]2[CH:1]([CH3:3])[CH3:2])=[N:27][CH:28]=1)(=[O:38])[CH3:37]. The yield is 0.444.